This data is from Forward reaction prediction with 1.9M reactions from USPTO patents (1976-2016). The task is: Predict the product of the given reaction. Given the reactants [CH3:1][O:2][C:3]1[CH:4]=[C:5]([N:29]2[CH2:34][CH2:33][C:32](=O)[CH2:31][CH2:30]2)[CH:6]=[CH:7][C:8]=1[NH:9][C:10]1[N:15]=[C:14]([NH:16][C:17]2[CH:22]=[CH:21][CH:20]=[CH:19][C:18]=2[S:23]([CH:26]([CH3:28])[CH3:27])(=[O:25])=[O:24])[N:13]=[CH:12][N:11]=1.[CH3:36][N:37]1[CH2:42][CH2:41][NH:40][CH2:39][CH2:38]1, predict the reaction product. The product is: [CH3:1][O:2][C:3]1[CH:4]=[C:5]([N:29]2[CH2:34][CH2:33][CH:32]([N:40]3[CH2:41][CH2:42][N:37]([CH3:36])[CH2:38][CH2:39]3)[CH2:31][CH2:30]2)[CH:6]=[CH:7][C:8]=1[NH:9][C:10]1[N:15]=[C:14]([NH:16][C:17]2[CH:22]=[CH:21][CH:20]=[CH:19][C:18]=2[S:23]([CH:26]([CH3:27])[CH3:28])(=[O:25])=[O:24])[N:13]=[CH:12][N:11]=1.